Dataset: Reaction yield outcomes from USPTO patents with 853,638 reactions. Task: Predict the reaction yield, written as a fraction of the theoretical maximum amount of product (1.0 means a 100% yield; for example, 0.34 means a 34% yield). (1) The reactants are [C:1]([C:4]1([NH:37]C(=O)OC(C)(C)C)[CH2:9][CH2:8][N:7]([C:10]2[CH:15]=[CH:14][CH:13]=[C:12]([C:16]3[C:24]4[C:19](=[CH:20][N:21]=[C:22]([C:25]5[CH:26]=[N:27][CH:28]=[CH:29][CH:30]=5)[CH:23]=4)[N:18](C4CCCCO4)[N:17]=3)[N:11]=2)[CH2:6][CH2:5]1)(=[O:3])[NH2:2].Cl. The catalyst is CO.O1CCOCC1. The product is [NH2:37][C:4]1([C:1]([NH2:2])=[O:3])[CH2:5][CH2:6][N:7]([C:10]2[CH:15]=[CH:14][CH:13]=[C:12]([C:16]3[C:24]4[C:19](=[CH:20][N:21]=[C:22]([C:25]5[CH:26]=[N:27][CH:28]=[CH:29][CH:30]=5)[CH:23]=4)[NH:18][N:17]=3)[N:11]=2)[CH2:8][CH2:9]1. The yield is 0.430. (2) The reactants are [Cl:1][C:2]1[N:7]=[C:6]([NH2:8])[CH:5]=[N:4][C:3]=1[C:9]1[CH:14]=[CH:13][N:12]=[CH:11][CH:10]=1.[CH:15]1([C:18](Cl)=[O:19])[CH2:17][CH2:16]1. The catalyst is N1C=CC=CC=1. The product is [Cl:1][C:2]1[N:7]=[C:6]([NH:8][C:18]([CH:15]2[CH2:17][CH2:16]2)=[O:19])[CH:5]=[N:4][C:3]=1[C:9]1[CH:14]=[CH:13][N:12]=[CH:11][CH:10]=1. The yield is 0.700. (3) The reactants are [C:1]([C:5]1[CH:13]=[CH:12][C:11]([N+:14]([O-])=O)=[CH:10][C:6]=1[C:7]([O-:9])=[O:8])([CH3:4])([CH3:3])[CH3:2].[CH:17]([O-])=O.[K+]. The catalyst is CCO.O.[Pd]. The product is [C:1]([C:5]1[CH:13]=[CH:12][C:11]([NH2:14])=[CH:10][C:6]=1[C:7]([O:9][CH3:17])=[O:8])([CH3:4])([CH3:3])[CH3:2]. The yield is 0.950. (4) The reactants are [NH2:1][C:2]1[CH:3]=[C:4]([CH:8]=[CH:9][C:10]=1[CH3:11])[C:5]([OH:7])=[O:6].C1C(=O)N([Br:19])C(=O)C1. The catalyst is CN(C=O)C. The product is [NH2:1][C:2]1[C:10]([CH3:11])=[CH:9][C:8]([Br:19])=[C:4]([CH:3]=1)[C:5]([OH:7])=[O:6]. The yield is 0.775. (5) The reactants are [CH:1]1[C:9]2[C:8]3[CH:10]=[CH:11][CH:12]=[CH:13][C:7]=3[O:6][C:5]=2[C:4]([C:14]2[CH:27]=[CH:26][C:25]3[N:24]([S:28]([C:31]4[CH:36]=[CH:35][C:34]([O:37]C)=[CH:33][CH:32]=4)(=[O:30])=[O:29])[CH:23]([CH2:39][CH3:40])[C:22]4[C:17](=[CH:18][CH:19]=[CH:20][CH:21]=4)[C:16]=3[CH:15]=2)=[CH:3][CH:2]=1.C1CCCCC=1.B(Br)(Br)Br. The catalyst is ClCCl. The product is [CH:1]1[C:9]2[C:8]3[CH:10]=[CH:11][CH:12]=[CH:13][C:7]=3[O:6][C:5]=2[C:4]([C:14]2[CH:27]=[CH:26][C:25]3[N:24]([S:28]([C:31]4[CH:32]=[CH:33][C:34]([OH:37])=[CH:35][CH:36]=4)(=[O:29])=[O:30])[CH:23]([CH2:39][CH3:40])[C:22]4[C:17](=[CH:18][CH:19]=[CH:20][CH:21]=4)[C:16]=3[CH:15]=2)=[CH:3][CH:2]=1. The yield is 0.910. (6) The reactants are [C:1]([O:5][C:6](=[O:42])[CH2:7][C@H:8]1[CH2:13][C@@H:12]([CH2:14][CH2:15][C:16]2[N:17]([CH:37]([CH3:39])[CH3:38])[C:18]([C:34](=[O:36])[NH2:35])=[C:19]([C:28]3[CH:33]=[CH:32][CH:31]=[CH:30][CH:29]=3)[C:20]=2[C:21]2[CH:26]=[CH:25][C:24]([F:27])=[CH:23][CH:22]=2)[O:11]C(C)(C)[O:9]1)([CH3:4])([CH3:3])[CH3:2]. The catalyst is CO. The product is [C:1]([O:5][C:6](=[O:42])[CH2:7][C@H:8]([OH:9])[CH2:13][C@H:12]([OH:11])[CH2:14][CH2:15][C:16]1[N:17]([CH:37]([CH3:38])[CH3:39])[C:18]([C:34](=[O:36])[NH2:35])=[C:19]([C:28]2[CH:29]=[CH:30][CH:31]=[CH:32][CH:33]=2)[C:20]=1[C:21]1[CH:22]=[CH:23][C:24]([F:27])=[CH:25][CH:26]=1)([CH3:2])([CH3:4])[CH3:3]. The yield is 0.990. (7) The reactants are [CH3:1][N:2]1[CH:6]=[C:5]([C:7]2[S:15][C:14]3[C:9](=[N:10][CH:11]=[CH:12][C:13]=3[O:16][C:17]3[CH:22]=[CH:21][C:20]([NH2:23])=[CH:19][CH:18]=3)[CH:8]=2)[N:4]=[CH:3]1.[C:24]1([CH2:30][C:31]([N:33]=[C:34]=[S:35])=[O:32])[CH:29]=[CH:28][CH:27]=[CH:26][CH:25]=1. The catalyst is C1COCC1. The product is [CH3:1][N:2]1[CH:6]=[C:5]([C:7]2[S:15][C:14]3[C:9](=[N:10][CH:11]=[CH:12][C:13]=3[O:16][C:17]3[CH:22]=[CH:21][C:20]([NH:23][C:34]([NH:33][C:31](=[O:32])[CH2:30][C:24]4[CH:25]=[CH:26][CH:27]=[CH:28][CH:29]=4)=[S:35])=[CH:19][CH:18]=3)[CH:8]=2)[N:4]=[CH:3]1. The yield is 0.150. (8) The reactants are [CH:1]1([CH2:6][CH:7]([C:11]2[CH:16]=[CH:15][C:14](F)=[C:13]([C:18]([F:21])([F:20])[F:19])[CH:12]=2)[C:8]([OH:10])=[O:9])[CH2:5][CH2:4][CH2:3][CH2:2]1.[CH3:22][S-:23].[Na+].Cl. The catalyst is CN(C)C=O. The product is [CH:1]1([CH2:6][CH:7]([C:11]2[CH:16]=[CH:15][C:14]([S:23][CH3:22])=[C:13]([C:18]([F:21])([F:20])[F:19])[CH:12]=2)[C:8]([OH:10])=[O:9])[CH2:5][CH2:4][CH2:3][CH2:2]1. The yield is 0.834. (9) The reactants are C1(C(=[N:14][CH:15]([C@H:21]([CH2:28][O:29][CH3:30])[CH2:22][CH2:23][CH2:24][CH2:25][CH:26]=[CH2:27])[C:16]([O:18][CH2:19][CH3:20])=[O:17])C2C=CC=CC=2)C=CC=CC=1.[ClH:31]. The catalyst is C(OCC)C. The product is [ClH:31].[NH2:14][CH:15]([C@H:21]([CH2:28][O:29][CH3:30])[CH2:22][CH2:23][CH2:24][CH2:25][CH:26]=[CH2:27])[C:16]([O:18][CH2:19][CH3:20])=[O:17]. The yield is 0.500. (10) The reactants are [CH:1]1([CH:7]([NH:18][C:19]2[CH:24]=[CH:23][C:22]([C:25]([NH:27][CH2:28][CH2:29][C:30]([O:32]CC)=[O:31])=[O:26])=[CH:21][CH:20]=2)[C:8]2[S:16][C:15]3[CH:14]=[CH:13][N:12]=[CH:11][C:10]=3[C:9]=2[CH3:17])[CH2:6][CH2:5][CH2:4][CH2:3][CH2:2]1.O1CCCC1.[OH-].[Na+]. The catalyst is C(O)C. The product is [CH:1]1([CH:7]([NH:18][C:19]2[CH:20]=[CH:21][C:22]([C:25]([NH:27][CH2:28][CH2:29][C:30]([OH:32])=[O:31])=[O:26])=[CH:23][CH:24]=2)[C:8]2[S:16][C:15]3[CH:14]=[CH:13][N:12]=[CH:11][C:10]=3[C:9]=2[CH3:17])[CH2:6][CH2:5][CH2:4][CH2:3][CH2:2]1. The yield is 0.930.